This data is from Experimentally validated miRNA-target interactions with 360,000+ pairs, plus equal number of negative samples. The task is: Binary Classification. Given a miRNA mature sequence and a target amino acid sequence, predict their likelihood of interaction. (1) The miRNA is hsa-miR-4418 with sequence CACUGCAGGACUCAGCAG. The protein sequence of the target gene is MVKLFIGNLPREATEQEIRSLFEQYGKVLECDIIKNYGFVHIEDKTAAEDAIRNLHHYKLHGVNINVEASKNKSKTSTKLHVGNISPTCTNKELRAKFEEYGPVIECDIVKDYAFVHMERAEDAVEAIRGLDNTEFQGKRMHVQLSTSRLRTAPGMGDQSGCYRCGKEGHWSKECPIDRSGRVADLTEQYNEQYGAVRTPYTMSYGDSLYYNNAYGALDAYYKRCRAARSYEAVAAAAASVYNYAEQTLSQLPQVQNTAMASHLTSTSLDPYDRHLLPTSGAAATAAAAAAAAAAVTAAS.... Result: 0 (no interaction). (2) The miRNA is hsa-miR-504-5p with sequence AGACCCUGGUCUGCACUCUAUC. The protein sequence of the target gene is MAHRKRQSTASSMLDHRARPGPIPHDQEPESEDTELPLESYVPTGLELGTLRPESPTPEEQECHNHSPDGDSSSDYVNNTSEEEDYDEGLPEEEEGVTYYIRYCPEDDSYLEGMDCNGEEYIAHGAHPVDTDECQEAVEDWTDSVGPHTHSHGAENSQEYPDGHLPIPEDDPTVLEVHDQEEDGHYCSSKESYQDYYPPETNGNTGGASPYRMRRGDGDLEEQEEDIDQIVAEIKMSLSMTSITSASEASPEHMPELDPGDSTEACPPSDTGHGPGRQEARPKSLNLPPEVKHPGDLQRG.... Result: 0 (no interaction). (3) The miRNA is ath-miR163 with sequence UUGAAGAGGACUUGGAACUUCGAU. The protein sequence of the target gene is MVAPVLKSFQAEVVALSKRSREAEAAFLSVYKQLIEAPDPVPSFEVARTLDDRLQRPSFDPSGQRLQDVHIAWKRCPEPPSAREQNEGTCPTGHTPANGNHLPGPEDTLVTDTLLQKNEAERQKGLQEVHITLAARLGEAEEKIKVLHSALKATQTELLELRRKYDEEAASKADEVGLIMTNLEKANQRAEAAQREVESLREQLASVNSSIRLACCSPQGPSGEKVSFALCSGPRLEAALASKDREILRLLKDAQQLRHSLQELEEVSANQIADLERQLAAKSEAIEKLQEKLEAQADYE.... Result: 0 (no interaction). (4) The miRNA is mmu-miR-7214-5p with sequence UGUUUUCUGGGUUGGAAUGAGAA. The protein sequence of the target gene is MTRRRSRPSGGAGRRERARAAGPQKPQAPEPPPPPSLEAGAGAGPPEAPAEPDHDGPREDDEPNLVPGPQVPPASSQPVQTCCLLCHRERKGWEEGPSQNGLVLQGEKLPPDFMPKLVKNLLGEMPLWVCQSCRKSMEEDERQTGREHAVAISLSHTSCKSQSCGDDSHSSSSSSSSSSSSSSSSCPGNSGDWDPSSFLSAHKLSGLWNSPHSSGAMPGSSLGSPPTIPGEAFPVSEHHQHSDLTAPPNSPTGHHPQPASLIPSHPSSFGSPPHPHLLPTTPAAPFPAQASECPVAAATA.... Result: 0 (no interaction). (5) The miRNA is mmu-miR-7234-5p with sequence UUGUUUUCUCCAAAGACGUUUCU. The protein sequence of the target gene is MEGMDVDLDPELMQKFSCLGTTDKDVLISEFQRLLGFQLNPAGCAFFLDMTNWNLQAAIGAYYDFESPNISVPSMSFVEDVTIGEGESIPPDTQFIKTWRIQNSGAEAWPPGVCLKYVGGDQFGHVNMVMVRSLEPQEIADVSVQMCSPSRAGMYQGQWRMCTATGLYYGDVIWVILSVEVGGLLGVTQQLSSFETEFNTQPHRKVEGNFNPFASPQKNRQSDENNLTDPGGSEFDSISKNTWAPVPEQSEQDQDRLSQSSVNLSPSSPANNLSVVTYSKGLHGPYPFGQS. Result: 0 (no interaction). (6) The miRNA is hsa-miR-548ae-3p with sequence CAAAAACUGCAAUUACUUUCA. Result: 0 (no interaction). The protein sequence of the target gene is MDPLQEANGTFALNLLKILGEDSSKNVFLSPMSISSALAMVFMGAKGTTASQMAQALALDKCSGNGGGDVHQGFQSLLTEVNKTGTQYLLRTANRLFGDKTCDLLASFKDSCLKFYEAELEELDFQGATEESRQHINTWVAKKTEDKIKEVLSPGTVNSDTSLVLVNAIYFKGNWEKQFNKEHTREMPFKVSKNEEKPVQMMFKKSTFKMTYIGEIFTKILLLPYVSSELNMIIMLPDEHVELSTVEKEVTYEKFIEWTRLDKMDEEEVEVFLPKFKLEENYNMNDALYKLGMTDAFGGR.... (7) The miRNA is mmu-miR-297a-5p with sequence AUGUAUGUGUGCAUGUGCAUGU. The protein sequence of the target gene is MHDAFEPVPILEKLPLQIDCLAAWEEWLLVGTKQGHLLLYRIRKDVVPADVASPESGSCNRFEVTLEKSNKNFSKKIQQIHVVSQFKILVSLLENNIYVHDLLTFQQITTVSKAKGASLFTCDLQHTETGEEVLRMCVAVRKKLQLYFWKDREFHELQGDFSVPDVPKSMAWCENSICVGFKRDYYLIRVDGKGSIKELFPTGKQLEPLVAPLADGKVAVGQDDLTVVLNEEGICTQKCALNWTDIPVAMEHQPPYIVAVLPRYVEIRTLEPRLLVQSIELQRPRFITSGGSNIIYVASN.... Result: 1 (interaction). (8) The miRNA is hsa-miR-891b with sequence UGCAACUUACCUGAGUCAUUGA. The protein sequence of the target gene is MLPAVGSVDEEEDPAEEDCPELVPIETTQSEEEEKSGLGAKIPVTIITGYLGAGKTTLLNYILTEQHSKRVAVILNESGEGSALEKSLAVSQGGELYEEWLELRNGCLCCSVKDNGLRAIENLMQKKGKFDDILLETTGLADPGAVTSMFWVDAELGSDIYLDGIITIVDSKYGLKHLTEEKPDGLINEATRQVALADIILINKTDLVPEEDVKKLRTTIRSINGLGQILETQRSRVDLSNVLDLHAFDSLSGISLQKKLQHVPGTQPHLDQSIVTITFEVPGNAKEEHLNMFIQNLLWE.... Result: 0 (no interaction).